Dataset: Full USPTO retrosynthesis dataset with 1.9M reactions from patents (1976-2016). Task: Predict the reactants needed to synthesize the given product. (1) Given the product [CH3:26][C:23]1([CH3:25])[C:22]2[C:21]3[CH:20]=[CH:19][CH:18]=[CH:17][C:16]=3[NH:15][C:14]=2[C:13]([C:27]([O:29][CH:30]([CH3:32])[CH3:31])=[O:28])=[CH:12][N:11]([C:9]([C:5]2[CH:6]=[CH:7][CH:8]=[C:3]([CH2:2][O:42][CH:43]3[CH2:48][CH2:47][N:46]([CH3:49])[CH2:45][CH2:44]3)[CH:4]=2)=[O:10])[CH2:24]1, predict the reactants needed to synthesize it. The reactants are: Cl[CH2:2][C:3]1[CH:4]=[C:5]([C:9]([N:11]2[CH2:24][C:23]([CH3:26])([CH3:25])[C:22]3[C:21]4[CH:20]=[CH:19][CH:18]=[CH:17][C:16]=4[NH:15][C:14]=3[C:13]([C:27]([O:29][CH:30]([CH3:32])[CH3:31])=[O:28])=[CH:12]2)=[O:10])[CH:6]=[CH:7][CH:8]=1.CCN(C(C)C)C(C)C.[OH:42][CH:43]1[CH2:48][CH2:47][N:46]([CH3:49])[CH2:45][CH2:44]1. (2) Given the product [Br:1][C:2]1[CH:3]=[C:4]2[C:5]([C:16](=[O:18])[C:10]([C:11]([O:13][CH2:14][CH3:15])=[O:12])=[CH:9][NH:8]2)=[N:6][CH:7]=1, predict the reactants needed to synthesize it. The reactants are: [Br:1][C:2]1[CH:3]=[C:4]([NH:8][CH:9]=[C:10]([C:16]([O:18]CC)=O)[C:11]([O:13][CH2:14][CH3:15])=[O:12])[CH:5]=[N:6][CH:7]=1.O(C1C=CC=CC=1)C1C=CC=CC=1. (3) The reactants are: [NH2:1][C:2]1[C:13]([CH3:14])=[CH:12][C:11]([Br:15])=[CH:10][C:3]=1[C:4]([NH:6][CH:7]([CH3:9])[CH3:8])=[O:5].[C:16](Cl)(Cl)=[O:17].C1(C)C=CC=CC=1. Given the product [Br:15][C:11]1[CH:10]=[C:3]2[C:2](=[C:13]([CH3:14])[CH:12]=1)[NH:1][C:16](=[O:17])[N:6]([CH:7]([CH3:9])[CH3:8])[C:4]2=[O:5], predict the reactants needed to synthesize it.